Dataset: Full USPTO retrosynthesis dataset with 1.9M reactions from patents (1976-2016). Task: Predict the reactants needed to synthesize the given product. (1) Given the product [CH3:20][N:7]1[C:8]2[C:13](=[CH:12][C:11]([C:15]([OH:17])=[O:16])=[CH:10][CH:9]=2)[CH:14]=[C:6]1[C:4]([OH:5])=[O:3], predict the reactants needed to synthesize it. The reactants are: C([O:3][C:4]([C:6]1[N:7]([CH3:20])[C:8]2[C:13]([CH:14]=1)=[CH:12][C:11]([C:15]([O:17]CC)=[O:16])=[CH:10][CH:9]=2)=[O:5])C.[OH-].[Na+]. (2) Given the product [C:1]12([NH:6][C:7]3[C:12]([C:13]([NH2:15])=[O:14])=[CH:11][N:10]=[C:9]([S:16]([CH3:17])=[O:26])[N:8]=3)[CH2:2][CH:3]([CH2:5]1)[CH2:4]2, predict the reactants needed to synthesize it. The reactants are: [C:1]12([NH:6][C:7]3[C:12]([C:13]([NH2:15])=[O:14])=[CH:11][N:10]=[C:9]([S:16][CH3:17])[N:8]=3)[CH2:5][CH:3]([CH2:4]1)[CH2:2]2.C1(C2[O:26]N2S(C2C=CC=CC=2)(=O)=O)C=CC=CC=1. (3) Given the product [NH:25]1[C:24]2[CH:34]=[CH:35][CH:36]=[CH:37][C:23]=2[N:22]=[C:21]1[C:8]1[C:9](=[O:20])[NH:10][N:11]=[C:6]([C:3]2[CH:4]=[CH:5][S:1][CH:2]=2)[CH:7]=1, predict the reactants needed to synthesize it. The reactants are: [S:1]1[CH:5]=[CH:4][C:3]([C:6]2[CH:7]=[C:8]([C:21]3[N:25](COCC[Si](C)(C)C)[C:24]4[CH:34]=[CH:35][CH:36]=[CH:37][C:23]=4[N:22]=3)[C:9](=[O:20])[N:10](COCC[Si](C)(C)C)[N:11]=2)=[CH:2]1. (4) Given the product [F:18][C:19]1[CH:20]=[C:21]([C:2]2[CH:3]=[C:4]3[C:11]4([N:15]=[C:14]([NH2:16])[C:13]([CH3:17])=[N:12]4)[CH2:10][CH2:9][O:8][C:5]3=[CH:6][CH:7]=2)[CH:22]=[C:23]([F:25])[CH:24]=1, predict the reactants needed to synthesize it. The reactants are: Br[C:2]1[CH:3]=[C:4]2[C:11]3([N:15]=[C:14]([NH2:16])[C:13]([CH3:17])=[N:12]3)[CH2:10][CH2:9][O:8][C:5]2=[CH:6][CH:7]=1.[F:18][C:19]1[CH:20]=[C:21](B(O)O)[CH:22]=[C:23]([F:25])[CH:24]=1.C([O-])([O-])=O.[K+].[K+]. (5) The reactants are: CC(C)=O.[C:5]([OH:12])(=[O:11])[CH2:6][CH2:7][C:8]([OH:10])=[O:9].[CH:13]1[CH:14]=[CH:15][C:16]([C@@H:19]2[N:28]([C:29]([O:31][C@@H:32]3[CH:37]4[CH2:38][CH2:39][N:34]([CH2:35][CH2:36]4)[CH2:33]3)=[O:30])[CH2:27][CH2:26][C:25]3[CH:24]=[CH:23][CH:22]=[CH:21][C:20]2=3)=[CH:17][CH:18]=1. Given the product [CH:13]1[CH:18]=[CH:17][C:16]([C@@H:19]2[N:28]([C:29]([O:31][C@@H:32]3[CH:37]4[CH2:36][CH2:35][N:34]([CH2:39][CH2:38]4)[CH2:33]3)=[O:30])[CH2:27][CH2:26][C:25]3[CH:24]=[CH:23][CH:22]=[CH:21][C:20]2=3)=[CH:15][CH:14]=1.[CH2:6]([C:5]([OH:12])=[O:11])[CH2:7][C:8]([OH:10])=[O:9], predict the reactants needed to synthesize it. (6) Given the product [CH:1]([S:4][C:5]1[C:6]([CH:11]2[CH:15]([C:16]([O:18][CH2:19][CH3:20])=[O:17])[CH2:14][CH2:13][NH:12]2)=[N:7][CH:8]=[CH:9][CH:10]=1)([CH3:2])[CH3:3], predict the reactants needed to synthesize it. The reactants are: [CH:1]([S:4][C:5]1[C:6](/[CH:11]=[N:12]/[CH2:13][CH2:14][CH2:15][C:16]([O:18][CH2:19][CH3:20])=[O:17])=[N:7][CH:8]=[CH:9][CH:10]=1)([CH3:3])[CH3:2].CCN(CC)CC.